From a dataset of NCI-60 drug combinations with 297,098 pairs across 59 cell lines. Regression. Given two drug SMILES strings and cell line genomic features, predict the synergy score measuring deviation from expected non-interaction effect. Drug 1: CC1=C2C(C(=O)C3(C(CC4C(C3C(C(C2(C)C)(CC1OC(=O)C(C(C5=CC=CC=C5)NC(=O)OC(C)(C)C)O)O)OC(=O)C6=CC=CC=C6)(CO4)OC(=O)C)O)C)O. Drug 2: CC1CCC2CC(C(=CC=CC=CC(CC(C(=O)C(C(C(=CC(C(=O)CC(OC(=O)C3CCCCN3C(=O)C(=O)C1(O2)O)C(C)CC4CCC(C(C4)OC)OCCO)C)C)O)OC)C)C)C)OC. Cell line: HS 578T. Synergy scores: CSS=6.68, Synergy_ZIP=0.147, Synergy_Bliss=4.07, Synergy_Loewe=-1.32, Synergy_HSA=3.43.